The task is: Regression. Given a peptide amino acid sequence and an MHC pseudo amino acid sequence, predict their binding affinity value. This is MHC class I binding data.. This data is from Peptide-MHC class I binding affinity with 185,985 pairs from IEDB/IMGT. (1) The peptide sequence is KRFQPFQQF. The MHC is HLA-B08:01 with pseudo-sequence HLA-B08:01. The binding affinity (normalized) is 0.0847. (2) The peptide sequence is LQNLAIESI. The MHC is Mamu-B03 with pseudo-sequence Mamu-B03. The binding affinity (normalized) is 0.394. (3) The peptide sequence is LLPLLALLAL. The MHC is HLA-A02:01 with pseudo-sequence HLA-A02:01. The binding affinity (normalized) is 0.198. (4) The peptide sequence is YMHGSIHEV. The MHC is HLA-A30:01 with pseudo-sequence HLA-A30:01. The binding affinity (normalized) is 0.185. (5) The peptide sequence is VLLLTIGLSL. The MHC is HLA-A02:17 with pseudo-sequence HLA-A02:17. The binding affinity (normalized) is 0.235.